From a dataset of Full USPTO retrosynthesis dataset with 1.9M reactions from patents (1976-2016). Predict the reactants needed to synthesize the given product. (1) Given the product [O:17]=[C:15]1[N:14]2[C@H:8]([O:9][C@H:10]3[CH2:18][C@@H:13]2[CH2:12][CH2:11]3)[CH2:7][N:6]2[CH:5]=[C:4]([C:19](=[O:20])[NH:21][CH2:22][C:23]3[C:28]([F:29])=[CH:27][C:26]([F:30])=[CH:25][C:24]=3[F:31])[C:3](=[O:32])[C:2]([O-:1])=[C:16]12.[Na+:34], predict the reactants needed to synthesize it. The reactants are: [OH:1][C:2]1[C:3](=[O:32])[C:4]([C:19]([NH:21][CH2:22][C:23]2[C:28]([F:29])=[CH:27][C:26]([F:30])=[CH:25][C:24]=2[F:31])=[O:20])=[CH:5][N:6]2[C:16]=1[C:15](=[O:17])[N:14]1[C@H:8]([O:9][C@H:10]3[CH2:18][C@@H:13]1[CH2:12][CH2:11]3)[CH2:7]2.[OH-].[Na+:34]. (2) Given the product [NH2:1][C:2]1[O:3][C:4]2[C:9]([CH:10]([C:20]3[CH:25]=[C:24]4[O:26][CH2:27][O:28][C:23]4=[C:22]([O:29][CH3:30])[CH:21]=3)[C:11]=1[C:12](=[O:19])[C:13]1[CH:14]=[CH:15][CH:16]=[CH:17][CH:18]=1)=[CH:8][CH:7]=[C:6]([N:31]([CH3:32])[CH3:33])[CH:5]=2, predict the reactants needed to synthesize it. The reactants are: [NH:1]=[C:2]1[CH:11]([C:12](=[O:19])[C:13]2[CH:18]=[CH:17][CH:16]=[CH:15][CH:14]=2)[CH:10]([C:20]2[CH:25]=[C:24]3[O:26][CH2:27][O:28][C:23]3=[C:22]([O:29][CH3:30])[CH:21]=2)[C:9]2[C:4](=[CH:5][C:6]([N:31]([CH3:33])[CH3:32])=[CH:7][CH:8]=2)[O:3]1.C(N(CC)CC)C. (3) Given the product [CH3:15][CH:12]1[C:11]2[CH:10]=[CH:9][CH:8]=[CH:7][C:6]=2[C:5]2[C:13]1=[CH:1][CH:2]=[CH:3][CH:4]=2, predict the reactants needed to synthesize it. The reactants are: [CH:1]1[C:13]2[CH2:12][C:11]3[C:6](=[CH:7][CH:8]=[CH:9][CH:10]=3)[C:5]=2[CH:4]=[CH:3][CH:2]=1.[Li][CH2:15]CCC.CI.Cl. (4) The reactants are: C([O:3][C:4]([C:6]1[CH:7]=[C:8]([C:15](=[O:20])C(Cl)(Cl)Cl)[N:9]2[CH2:14][CH2:13][O:12][CH2:11][C:10]=12)=[O:5])C.[F:21][C:22]1[CH:27]=[C:26]([F:28])[CH:25]=[CH:24][C:23]=1[C@H:29]([NH2:32])[CH2:30][CH3:31].C(N(CC)CC)C.[OH-].[K+]. Given the product [F:21][C:22]1[CH:27]=[C:26]([F:28])[CH:25]=[CH:24][C:23]=1[C@H:29]([NH:32][C:15]([C:8]1[N:9]2[C:10]([CH2:11][O:12][CH2:13][CH2:14]2)=[C:6]([C:4]([OH:3])=[O:5])[CH:7]=1)=[O:20])[CH2:30][CH3:31], predict the reactants needed to synthesize it. (5) Given the product [O:1]=[C:2]1[CH2:7][CH2:6][N:5]([C:8]2[CH:9]=[CH:10][C:11]([N:14]3[CH:18]=[CH:17][C:16]([CH:19]([C:21]4[CH:38]=[CH:37][C:24]5[N:25]([CH2:29][O:30][CH2:31][CH2:32][Si:33]([CH3:36])([CH3:35])[CH3:34])[C:26](=[O:28])[S:27][C:23]=5[CH:22]=4)[CH3:20])=[N:15]3)=[N:12][CH:13]=2)[CH2:4][CH2:3]1, predict the reactants needed to synthesize it. The reactants are: [OH:1][CH:2]1[CH2:7][CH2:6][N:5]([C:8]2[CH:9]=[CH:10][C:11]([N:14]3[CH:18]=[CH:17][C:16]([CH:19]([C:21]4[CH:38]=[CH:37][C:24]5[N:25]([CH2:29][O:30][CH2:31][CH2:32][Si:33]([CH3:36])([CH3:35])[CH3:34])[C:26](=[O:28])[S:27][C:23]=5[CH:22]=4)[CH3:20])=[N:15]3)=[N:12][CH:13]=2)[CH2:4][CH2:3]1.C(=O)(O)[O-].[Na+].CC(OI1(OC(C)=O)(OC(C)=O)OC(=O)C2C=CC=CC1=2)=O. (6) Given the product [CH2:64]([N:63]([CH3:62])[C:2]1[CH:20]=[CH:19][C:5]([CH2:6][CH:7]2[CH2:11][CH2:10][N:9]([CH:12]3[CH2:17][CH2:16][CH2:15][CH2:14][CH2:13]3)[C:8]2=[O:18])=[C:4]([Cl:21])[CH:3]=1)[C:65]1[CH:70]=[CH:69][CH:68]=[CH:67][CH:66]=1, predict the reactants needed to synthesize it. The reactants are: Br[C:2]1[CH:20]=[CH:19][C:5]([CH2:6][CH:7]2[CH2:11][CH2:10][N:9]([CH:12]3[CH2:17][CH2:16][CH2:15][CH2:14][CH2:13]3)[C:8]2=[O:18])=[C:4]([Cl:21])[CH:3]=1.C1(P(C2CCCCC2)C2C=CC=CC=2C2C(C(C)C)=CC(C(C)C)=CC=2C(C)C)CCCCC1.CC(C)([O-])C.[K+].[CH3:62][NH:63][CH2:64][C:65]1[CH:70]=[CH:69][CH:68]=[CH:67][CH:66]=1.[Cl-].[NH4+]. (7) Given the product [NH2:45][C:39]1[CH:40]=[C:41]([F:44])[CH:42]=[CH:43][C:38]=1[NH:37][C:35]([C:34]1[CH:33]=[CH:32][C:31]([CH2:30][NH:29][C:26]([C:22]2[C:23]3[C:18](=[CH:17][C:16]([O:15][C:6]4[C:5]5[C:10](=[CH:11][C:12]([O:13][CH3:14])=[C:3]([O:2][CH3:1])[CH:4]=5)[N:9]=[CH:8][N:7]=4)=[CH:25][CH:24]=3)[CH:19]=[CH:20][CH:21]=2)=[O:27])=[CH:47][CH:46]=1)=[O:36], predict the reactants needed to synthesize it. The reactants are: [CH3:1][O:2][C:3]1[CH:4]=[C:5]2[C:10](=[CH:11][C:12]=1[O:13][CH3:14])[N:9]=[CH:8][N:7]=[C:6]2[O:15][C:16]1[CH:17]=[C:18]2[C:23](=[CH:24][CH:25]=1)[C:22]([C:26](O)=[O:27])=[CH:21][CH:20]=[CH:19]2.[NH2:29][CH2:30][C:31]1[CH:47]=[CH:46][C:34]([C:35]([NH:37][C:38]2[CH:43]=[CH:42][C:41]([F:44])=[CH:40][C:39]=2[NH2:45])=[O:36])=[CH:33][CH:32]=1.